This data is from Full USPTO retrosynthesis dataset with 1.9M reactions from patents (1976-2016). The task is: Predict the reactants needed to synthesize the given product. (1) Given the product [ClH:18].[CH2:13]([C:11]1[CH:12]=[C:7]([CH:8]=[C:9]([CH2:15][CH3:16])[N:10]=1)[C:6]([OH:17])=[O:5])[CH3:14], predict the reactants needed to synthesize it. The reactants are: C([O:5][C:6](=[O:17])[C:7]1[CH:12]=[C:11]([CH2:13][CH3:14])[N:10]=[C:9]([CH2:15][CH3:16])[CH:8]=1)(C)(C)C.[ClH:18]. (2) Given the product [C:11]([O:15][C:16]([N:17]1[CH2:21][CH2:22][C:6]([C:5]2[CH:9]=[CH:10][C:2]([Cl:1])=[CH:3][CH:4]=2)([C:7]#[N:8])[CH2:19][CH2:18]1)=[O:24])([CH3:14])([CH3:13])[CH3:12], predict the reactants needed to synthesize it. The reactants are: [Cl:1][C:2]1[CH:10]=[CH:9][C:5]([CH2:6][C:7]#[N:8])=[CH:4][CH:3]=1.[C:11]([O:15][C:16](=[O:24])[N:17]([CH2:21][CH2:22]Cl)[CH2:18][CH2:19]Cl)([CH3:14])([CH3:13])[CH3:12].[H-].[Na+]. (3) Given the product [CH3:1][C:2]1[CH:7]=[CH:6][C:5]2[NH:8][C:36](=[O:38])[N:9]([CH:10]3[CH2:15][CH2:14][N:13]([C@H:16]4[CH2:21][CH2:20][C@@H:19]([O:22][CH2:23][C:24]#[CH:25])[CH2:18][CH2:17]4)[CH2:12][CH2:11]3)[C:4]=2[CH:3]=1, predict the reactants needed to synthesize it. The reactants are: [CH3:1][C:2]1[CH:3]=[C:4]([NH:9][CH:10]2[CH2:15][CH2:14][N:13]([C@H:16]3[CH2:21][CH2:20][C@@H:19]([O:22][CH2:23][C:24]#[CH:25])[CH2:18][CH2:17]3)[CH2:12][CH2:11]2)[C:5]([NH2:8])=[CH:6][CH:7]=1.C(N(C(C)C)CC)(C)C.Cl[C:36](Cl)([O:38]C(=O)OC(Cl)(Cl)Cl)Cl. (4) Given the product [F:21][C:20]1[CH:15]=[C:16]([F:23])[CH:17]=[C:18]([F:22])[C:19]=1[CH:4]([C:5]([O:7][CH2:8][CH3:9])=[O:6])[C:3]([O:11][CH2:12][CH3:13])=[O:10], predict the reactants needed to synthesize it. The reactants are: [H-].[Na+].[C:3]([O:11][CH2:12][CH3:13])(=[O:10])[CH2:4][C:5]([O:7][CH2:8][CH3:9])=[O:6].Br[C:15]1[C:20]([F:21])=[CH:19][C:18]([F:22])=[CH:17][C:16]=1[F:23].Cl. (5) Given the product [CH3:10][O:9][C:7]1[CH:6]=[C:5]([C:11]([C@@H:13]2[C@:22]3([CH3:23])[C@H:17]([C:18]([CH3:25])([CH3:24])[CH2:19][CH2:20][CH2:21]3)[CH2:16][C@@H:15]([NH:26][C:71]([C:62]3[CH:63]=[CH:64][C:65]4[C:70](=[CH:69][CH:68]=[CH:67][CH:66]=4)[CH:61]=3)=[O:72])[C@H:14]2[CH3:27])=[O:12])[CH:4]=[C:3]([O:2][CH3:1])[CH:8]=1, predict the reactants needed to synthesize it. The reactants are: [CH3:1][O:2][C:3]1[CH:4]=[C:5]([C:11]([C@@H:13]2[C@:22]3([CH3:23])[C@H:17]([C:18]([CH3:25])([CH3:24])[CH2:19][CH2:20][CH2:21]3)[CH2:16][C@@H:15]([NH2:26])[C@H:14]2[CH3:27])=[O:12])[CH:6]=[C:7]([O:9][CH3:10])[CH:8]=1.F[P-](F)(F)(F)(F)F.N1(O[P+](N2CCCC2)(N2CCCC2)N2CCCC2)C2C=CC=CC=2N=N1.[CH:61]1[C:70]2[C:65](=[CH:66][CH:67]=[CH:68][CH:69]=2)[CH:64]=[CH:63][C:62]=1[C:71](O)=[O:72].C(N(CC)C(C)C)(C)C. (6) Given the product [Cl:37][CH:38]([C:43]([N:6]([CH2:7][C:8]1[CH:13]=[CH:12][C:11]([O:14][CH3:15])=[CH:10][C:9]=1[O:16][CH3:17])[C:5]1[CH:18]=[CH:19][C:2]([Cl:1])=[CH:3][C:4]=1[C:20]([C:22]1[CH:27]=[CH:26][CH:25]=[C:24]([O:28][CH3:29])[C:23]=1[O:30][CH3:31])=[CH2:21])=[O:44])[C:39]([O:41][CH3:42])=[O:40], predict the reactants needed to synthesize it. The reactants are: [Cl:1][C:2]1[CH:19]=[CH:18][C:5]([NH:6][CH2:7][C:8]2[CH:13]=[CH:12][C:11]([O:14][CH3:15])=[CH:10][C:9]=2[O:16][CH3:17])=[C:4]([C:20]([C:22]2[CH:27]=[CH:26][CH:25]=[C:24]([O:28][CH3:29])[C:23]=2[O:30][CH3:31])=[CH2:21])[CH:3]=1.C(=O)([O-])O.[Na+].[Cl:37][CH:38]([C:43](Cl)=[O:44])[C:39]([O:41][CH3:42])=[O:40].C(Cl)(Cl)Cl. (7) The reactants are: [CH2:1]([O:4][C:5]1[CH:6]=[C:7]([CH2:15][CH2:16][C:17]([O:19]CC)=[O:18])[CH:8]=[CH:9][C:10]=1[O:11][CH2:12][C:13]#[CH:14])[C:2]#[CH:3].[OH-].[Li+].O1CCCC1. Given the product [CH2:1]([O:4][C:5]1[CH:6]=[C:7]([CH2:15][CH2:16][C:17]([OH:19])=[O:18])[CH:8]=[CH:9][C:10]=1[O:11][CH2:12][C:13]#[CH:14])[C:2]#[CH:3], predict the reactants needed to synthesize it. (8) Given the product [F:8][C:9]1[CH:14]=[CH:13][C:12]([N+:15]([O-:17])=[O:16])=[CH:11][C:10]=1[NH:18][C:5](=[O:7])[CH3:6], predict the reactants needed to synthesize it. The reactants are: C(O[C:5](=[O:7])[CH3:6])(=O)C.[F:8][C:9]1[CH:14]=[CH:13][C:12]([N+:15]([O-:17])=[O:16])=[CH:11][C:10]=1[NH2:18].C(O)(=O)C.